Dataset: NCI-60 drug combinations with 297,098 pairs across 59 cell lines. Task: Regression. Given two drug SMILES strings and cell line genomic features, predict the synergy score measuring deviation from expected non-interaction effect. Drug 1: C1CCC(C1)C(CC#N)N2C=C(C=N2)C3=C4C=CNC4=NC=N3. Synergy scores: CSS=19.8, Synergy_ZIP=4.20, Synergy_Bliss=6.31, Synergy_Loewe=2.44, Synergy_HSA=7.25. Cell line: A549. Drug 2: CC1=CC2C(CCC3(C2CCC3(C(=O)C)OC(=O)C)C)C4(C1=CC(=O)CC4)C.